From a dataset of Full USPTO retrosynthesis dataset with 1.9M reactions from patents (1976-2016). Predict the reactants needed to synthesize the given product. (1) Given the product [Cl:15][C:16]1[C:24]([C:25]([F:26])([F:27])[F:28])=[CH:23][CH:22]=[CH:21][C:17]=1[C:18]([NH:1][C@@H:2]([C:9]1[CH:10]=[CH:11][CH:12]=[CH:13][CH:14]=1)[CH2:3][N:4]([CH3:8])[CH:5]([CH3:6])[CH3:7])=[O:19], predict the reactants needed to synthesize it. The reactants are: [NH2:1][C@@H:2]([C:9]1[CH:14]=[CH:13][CH:12]=[CH:11][CH:10]=1)[CH2:3][N:4]([CH3:8])[CH:5]([CH3:7])[CH3:6].[Cl:15][C:16]1[C:24]([C:25]([F:28])([F:27])[F:26])=[CH:23][CH:22]=[CH:21][C:17]=1[C:18](O)=[O:19]. (2) Given the product [C:28]1([NH:34][C:35]([N:13]2[CH2:12][CH2:11][N:10]([CH2:14][C:15]3[CH:20]=[CH:19][C:18]([C:21]4[CH:26]=[CH:25][CH:24]=[CH:23][C:22]=4[Cl:27])=[CH:17][CH:16]=3)[CH2:9][C@@H:8]2[CH2:1][C:2]2[CH:3]=[CH:4][CH:5]=[CH:6][CH:7]=2)=[O:36])[CH:33]=[CH:32][CH:31]=[CH:30][CH:29]=1, predict the reactants needed to synthesize it. The reactants are: [CH2:1]([C@@H:8]1[NH:13][CH2:12][CH2:11][N:10]([CH2:14][C:15]2[CH:20]=[CH:19][C:18]([C:21]3[CH:26]=[CH:25][CH:24]=[CH:23][C:22]=3[Cl:27])=[CH:17][CH:16]=2)[CH2:9]1)[C:2]1[CH:7]=[CH:6][CH:5]=[CH:4][CH:3]=1.[C:28]1([N:34]=[C:35]=[O:36])[CH:33]=[CH:32][CH:31]=[CH:30][CH:29]=1. (3) Given the product [CH:25]1([NH:28][C:14]([C@@H:11]2[CH2:12][CH2:13][N:8]([C:6]([O:5][C:1]([CH3:3])([CH3:2])[CH3:4])=[O:7])[CH2:9][C@H:10]2[C:17]2[CH:22]=[CH:21][C:20]([F:23])=[CH:19][C:18]=2[CH3:24])=[O:15])[CH2:27][CH2:26]1, predict the reactants needed to synthesize it. The reactants are: [C:1]([O:5][C:6]([N:8]1[CH2:13][CH2:12][C@@H:11]([C:14](O)=[O:15])[C@H:10]([C:17]2[CH:22]=[CH:21][C:20]([F:23])=[CH:19][C:18]=2[CH3:24])[CH2:9]1)=[O:7])([CH3:4])([CH3:3])[CH3:2].[CH:25]1([NH2:28])[CH2:27][CH2:26]1.CCN=C=NCCCN(C)C.Cl.C1C=CC2N(O)N=NC=2C=1. (4) The reactants are: Cl.Cl.[NH:3]1[CH2:8][CH2:7][CH2:6][CH:5]([NH:9][C:10]([NH:12][C:13]2[N:14]=[C:15]3[CH:21]=[CH:20][N:19]([CH2:22][O:23][CH2:24][CH2:25][Si:26]([CH3:29])([CH3:28])[CH3:27])[C:16]3=[N:17][CH:18]=2)=[O:11])[CH2:4]1.[CH:30]1([S:33](Cl)(=[O:35])=[O:34])[CH2:32][CH2:31]1. Given the product [CH:30]1([S:33]([N:3]2[CH2:8][CH2:7][CH2:6][CH:5]([NH:9][C:10]([NH:12][C:13]3[N:14]=[C:15]4[CH:21]=[CH:20][N:19]([CH2:22][O:23][CH2:24][CH2:25][Si:26]([CH3:29])([CH3:28])[CH3:27])[C:16]4=[N:17][CH:18]=3)=[O:11])[CH2:4]2)(=[O:35])=[O:34])[CH2:32][CH2:31]1, predict the reactants needed to synthesize it. (5) Given the product [Cl:29][C:26]1[CH:27]=[CH:28][C:11]2[N:10]3[CH:30]=[CH:31][CH:32]=[C:9]3[C@@H:8]([CH2:7][CH2:6][N:44]3[N:45]=[N:46][C:42]([CH2:41][O:40][C:34]([CH3:39])([CH3:33])[C:35]([O:37][CH3:38])=[O:36])=[N:43]3)[O:14][C@H:13]([C:15]3[CH:20]=[CH:19][CH:18]=[C:17]([O:21][CH3:22])[C:16]=3[O:23][CH3:24])[C:12]=2[CH:25]=1.[Cl:29][C:26]1[CH:27]=[CH:28][C:11]2[N:10]3[CH:30]=[CH:31][CH:32]=[C:9]3[C@@H:8]([CH2:7][CH2:6][N:45]3[NH:44][N:43]=[C:42]([CH2:41][O:40][C:34]([CH3:39])([CH3:33])[C:35]([O:37][CH3:38])=[O:36])[NH:46]3)[O:14][C@H:13]([C:15]3[CH:20]=[CH:19][CH:18]=[C:17]([O:21][CH3:22])[C:16]=3[O:23][CH3:24])[C:12]=2[CH:25]=1, predict the reactants needed to synthesize it. The reactants are: CS(O[CH2:6][CH2:7][C@H:8]1[O:14][C@H:13]([C:15]2[CH:20]=[CH:19][CH:18]=[C:17]([O:21][CH3:22])[C:16]=2[O:23][CH3:24])[C:12]2[CH:25]=[C:26]([Cl:29])[CH:27]=[CH:28][C:11]=2[N:10]2[CH:30]=[CH:31][CH:32]=[C:9]12)(=O)=O.[CH3:33][C:34]([O:40][CH2:41][C:42]1[NH:46][N:45]=[N:44][N:43]=1)([CH3:39])[C:35]([O:37][CH3:38])=[O:36].C(=O)([O-])[O-].[K+].[K+]. (6) Given the product [CH3:1][C:2]1[CH:3]=[C:4]([S:9][C:11]2[CH:16]=[CH:15][CH:14]=[CH:13][C:12]=2[N+:17]([O-:19])=[O:18])[CH:5]=[C:6]([CH3:8])[CH:7]=1.[CH3:27][C:25]1[CH:24]=[C:23]([S:28][C:29]2[CH:35]=[CH:34][CH:33]=[CH:32][C:30]=2[NH:31][C:40]([NH:41][C:37]2[S:9][CH:4]=[CH:3][N:36]=2)=[O:18])[CH:22]=[C:21]([CH3:20])[CH:26]=1, predict the reactants needed to synthesize it. The reactants are: [CH3:1][C:2]1[CH:3]=[C:4]([SH:9])[CH:5]=[C:6]([CH3:8])[CH:7]=1.F[C:11]1[CH:16]=[CH:15][CH:14]=[CH:13][C:12]=1[N+:17]([O-:19])=[O:18].[CH3:20][C:21]1[CH:22]=[C:23]([S:28][C:29]2[CH:35]=[CH:34][CH:33]=[CH:32][C:30]=2[NH2:31])[CH:24]=[C:25]([CH3:27])[CH:26]=1.[NH2:36][C:37]1SC=[CH:40][N:41]=1. (7) Given the product [C:16]1([CH3:19])[CH:17]=[CH:18][C:13]([NH:12][C:10]2[C:9]3[C:4](=[CH:5][CH:6]=[CH:7][CH:8]=3)[N:3]=[C:2]([C:32]3[CH:33]=[C:34]([O:38][CH3:39])[C:35]([O:36][CH3:37])=[C:30]([O:29][CH3:28])[CH:31]=3)[N:11]=2)=[CH:14][CH:15]=1, predict the reactants needed to synthesize it. The reactants are: Cl[C:2]1[N:11]=[C:10]([NH:12][C:13]2[CH:18]=[CH:17][C:16]([CH3:19])=[CH:15][CH:14]=2)[C:9]2[C:4](=[CH:5][CH:6]=[CH:7][CH:8]=2)[N:3]=1.C(O)CO.COC.O.[CH3:28][O:29][C:30]1[CH:31]=[C:32](B(O)O)[CH:33]=[C:34]([O:38][CH3:39])[C:35]=1[O:36][CH3:37].C(=O)(O)[O-].[Na+]. (8) Given the product [NH2:1][C:2]1[C:10]2[C:9]([C:11]3[CH:16]=[CH:15][CH:14]=[C:13]([NH:17][C:22]([NH:41][C:42]4[CH:47]=[CH:46][N:45]=[CH:44][CH:43]=4)=[O:23])[CH:12]=3)=[N:8][CH:7]=[N:6][C:5]=2[S:4][C:3]=1[C:18]([NH2:20])=[O:19], predict the reactants needed to synthesize it. The reactants are: [NH2:1][C:2]1[C:10]2[C:9]([C:11]3[CH:16]=[CH:15][CH:14]=[C:13]([NH2:17])[CH:12]=3)=[N:8][CH:7]=[N:6][C:5]=2[S:4][C:3]=1[C:18]([NH2:20])=[O:19].Cl[C:22](OC1C=CC([N+]([O-])=O)=CC=1)=[O:23].C(N(CC)CC)C.[NH2:41][C:42]1[CH:47]=[CH:46][N:45]=[CH:44][CH:43]=1. (9) Given the product [Br:5][C:6]1[CH:11]=[CH:10][C:9]([I:12])=[CH:8][C:7]=1[CH2:13][Cl:3], predict the reactants needed to synthesize it. The reactants are: S(Cl)([Cl:3])=O.[Br:5][C:6]1[CH:11]=[CH:10][C:9]([I:12])=[CH:8][C:7]=1[CH2:13]O.CN(C=O)C. (10) Given the product [CH2:38]([O:37][C:35](=[O:36])[NH:9][CH2:8][CH:10]1[CH2:14][C:13]2[CH:15]=[CH:16][CH:17]=[C:18]([C:19]3[CH:24]=[CH:23][CH:22]=[CH:21][CH:20]=3)[C:12]=2[O:11]1)[C:39]1[CH:44]=[CH:43][CH:42]=[CH:41][CH:40]=1, predict the reactants needed to synthesize it. The reactants are: C([CH:8]([CH:10]1[CH2:14][C:13]2[CH:15]=[CH:16][CH:17]=[C:18]([C:19]3[CH:24]=[CH:23][CH:22]=[CH:21][CH:20]=3)[C:12]=2[O:11]1)[NH2:9])C1C=CC=CC=1.C(N(C(C)C)CC)(C)C.Cl[C:35]([O:37][CH2:38][C:39]1[CH:44]=[CH:43][CH:42]=[CH:41][CH:40]=1)=[O:36].C1(C2C3OC(CNC(=O)OCC4C=CC=CC=4)CC=3C=CC=2)CCCC1.